Dataset: Full USPTO retrosynthesis dataset with 1.9M reactions from patents (1976-2016). Task: Predict the reactants needed to synthesize the given product. Given the product [CH2:29]([O:31][CH:32]([CH3:35])[CH2:33][NH:34][C:11]([C:9]1[CH:8]=[CH:7][C:6]2[N:2]([CH3:1])[C:3]([NH:14][C:15]3[S:16][C:17]4[CH:23]=[C:22]([O:24][C:25]([F:26])([F:28])[F:27])[CH:21]=[CH:20][C:18]=4[N:19]=3)=[N:4][C:5]=2[CH:10]=1)=[O:12])[CH3:30], predict the reactants needed to synthesize it. The reactants are: [CH3:1][N:2]1[C:6]2[CH:7]=[CH:8][C:9]([C:11](O)=[O:12])=[CH:10][C:5]=2[N:4]=[C:3]1[NH:14][C:15]1[S:16][C:17]2[CH:23]=[C:22]([O:24][C:25]([F:28])([F:27])[F:26])[CH:21]=[CH:20][C:18]=2[N:19]=1.[CH2:29]([O:31][CH:32]([CH3:35])[CH2:33][NH2:34])[CH3:30].CN(C(ON1N=NC2C=CC=CC1=2)=[N+](C)C)C.F[P-](F)(F)(F)(F)F.CCN(C(C)C)C(C)C.